This data is from Full USPTO retrosynthesis dataset with 1.9M reactions from patents (1976-2016). The task is: Predict the reactants needed to synthesize the given product. Given the product [Br:8][C:6]1[CH:5]=[CH:4][N:3]2[N:31]=[C:24]([C:25]3[CH:30]=[CH:29][CH:28]=[CH:27][CH:26]=3)[N:1]=[C:2]2[CH:7]=1, predict the reactants needed to synthesize it. The reactants are: [NH2:1][C:2]1[CH:7]=[C:6]([Br:8])[CH:5]=[CH:4][N:3]=1.O.N1C2C(=CC=C3C=2N=CC=C3)C=CC=1.[C:24](#[N:31])[C:25]1[CH:30]=[CH:29][CH:28]=[CH:27][CH:26]=1.